This data is from Catalyst prediction with 721,799 reactions and 888 catalyst types from USPTO. The task is: Predict which catalyst facilitates the given reaction. (1) Reactant: [O:1]1[CH:5]=[CH:4][CH2:3][NH:2]1.Br[C:7]1[N:12]=[CH:11][C:10]([OH:13])=[CH:9][CH:8]=1.C([Sn](CCCC)(CCCC)[C:19]1[S:20][CH:21]=[CH:22][N:23]=1)CCC. Product: [N:12]1[CH:7]=[CH:8][CH:9]=[C:10]([O:13][C:3]2[CH2:4][CH2:5][O:1][N:2]=2)[CH:11]=1.[S:20]1[CH:21]=[CH:22][N:23]=[CH:19]1. The catalyst class is: 77. (2) Reactant: Cl.[CH3:2][NH:3][C:4]1([C:9]([O:11][CH3:12])=[O:10])[CH2:8][CH2:7][CH2:6][CH2:5]1.O.[C:14]1([CH3:24])[CH:19]=[CH:18][C:17]([S:20]([OH:23])(=[O:22])=[O:21])=[CH:16][CH:15]=1. Product: [C:14]1([CH3:24])[CH:15]=[CH:16][C:17]([S:20]([OH:23])(=[O:21])=[O:22])=[CH:18][CH:19]=1.[CH3:2][NH:3][C:4]1([C:9]([O:11][CH3:12])=[O:10])[CH2:8][CH2:7][CH2:6][CH2:5]1. The catalyst class is: 13. (3) Reactant: [Br:1][C:2]1[O:3][C:4]2[CH:10]=[CH:9][C:8]([CH2:11][C:12]([OH:14])=O)=[CH:7][C:5]=2[CH:6]=1.C1C=CC2N(O)N=NC=2C=1.C(Cl)CCl.CCN(C(C)C)C(C)C.[Cl:38][C:39]1[CH:44]=[CH:43][C:42]([CH:45]([C:47]2[CH:52]=[CH:51][CH:50]=[CH:49][CH:48]=2)[NH2:46])=[C:41]([CH3:53])[CH:40]=1. Product: [Br:1][C:2]1[O:3][C:4]2[CH:10]=[CH:9][C:8]([CH2:11][C:12]([NH:46][CH:45]([C:42]3[CH:43]=[CH:44][C:39]([Cl:38])=[CH:40][C:41]=3[CH3:53])[C:47]3[CH:48]=[CH:49][CH:50]=[CH:51][CH:52]=3)=[O:14])=[CH:7][C:5]=2[CH:6]=1. The catalyst class is: 2. (4) Reactant: [NH2:1][C:2]1[N:7]=[C:6]([N:8]2[CH2:13][CH2:12][CH2:11][C@@H:10]([C:14]([N:16]3[CH2:20][CH2:19][CH2:18][CH2:17]3)=[O:15])[CH2:9]2)[CH:5]=[CH:4][C:3]=1[N+:21]([O-])=O.[ClH:24]. Product: [ClH:24].[ClH:24].[NH2:21][C:3]1[CH:4]=[CH:5][C:6]([N:8]2[CH2:13][CH2:12][CH2:11][C@@H:10]([C:14]([N:16]3[CH2:20][CH2:19][CH2:18][CH2:17]3)=[O:15])[CH2:9]2)=[N:7][C:2]=1[NH2:1]. The catalyst class is: 29. (5) Reactant: [F:1][C:2]1[CH:3]=[C:4]([CH:20]2[CH2:23][N:22](C(OC(C)(C)C)=O)[CH2:21]2)[CH:5]=[CH:6][C:7]=1[N:8]([CH3:19])[C:9]1[N:14]=[CH:13][C:12]2[N:15]=[CH:16][N:17]([CH3:18])[C:11]=2[CH:10]=1.FC(F)(F)C(O)=O. Product: [NH:22]1[CH2:21][CH:20]([C:4]2[CH:5]=[CH:6][C:7]([N:8]([CH3:19])[C:9]3[N:14]=[CH:13][C:12]4[N:15]=[CH:16][N:17]([CH3:18])[C:11]=4[CH:10]=3)=[C:2]([F:1])[CH:3]=2)[CH2:23]1. The catalyst class is: 2. (6) Reactant: CO.[F:3][S:4]([CH2:7][CH2:8]Cl)(=[O:6])=[O:5].C1COCC1.[OH:15][CH2:16][CH2:17][O:18][Na]. Product: [F:3][S:4]([CH2:7][CH2:8][O:15][CH2:16][CH2:17][OH:18])(=[O:6])=[O:5]. The catalyst class is: 46. (7) Reactant: [F:1][CH:2]([F:33])[C:3]1[CH:7]=[C:6]([CH:8]([F:10])[F:9])[N:5]([CH:11]([C:22]([N:24]2[CH2:29][CH2:28][CH:27]([C:30](=[S:32])[NH2:31])[CH2:26][CH2:25]2)=[O:23])[C:12]([O:14][CH2:15][C:16]2[CH:21]=[CH:20][CH:19]=[CH:18][CH:17]=2)=[O:13])[N:4]=1.[CH3:34][S:35]([O:38][C:39]1[CH:44]=[CH:43][CH:42]=[CH:41][C:40]=1[CH:45]1[O:49][N:48]=[C:47]([C:50](=O)[CH2:51]Cl)[CH2:46]1)(=[O:37])=[O:36]. Product: [F:33][CH:2]([F:1])[C:3]1[CH:7]=[C:6]([CH:8]([F:10])[F:9])[N:5]([CH:11]([C:22]([N:24]2[CH2:25][CH2:26][CH:27]([C:30]3[S:32][CH:51]=[C:50]([C:47]4[CH2:46][CH:45]([C:40]5[CH:41]=[CH:42][CH:43]=[CH:44][C:39]=5[O:38][S:35]([CH3:34])(=[O:36])=[O:37])[O:49][N:48]=4)[N:31]=3)[CH2:28][CH2:29]2)=[O:23])[C:12]([O:14][CH2:15][C:16]2[CH:21]=[CH:20][CH:19]=[CH:18][CH:17]=2)=[O:13])[N:4]=1. The catalyst class is: 8. (8) Reactant: Br[C:2]1[C:3]([NH2:35])=[N:4][CH:5]=[N:6][C:7]=1[N:8]1[CH2:13][CH2:12][CH:11]([C:14]2[N:15]([CH2:30][CH2:31][N:32]([CH3:34])[CH3:33])[CH:16]=[C:17]([C:19]3[CH:24]=[CH:23][C:22]([F:25])=[C:21]([C:26]([F:29])([F:28])[F:27])[CH:20]=3)[N:18]=2)[CH2:10][CH2:9]1.[CH:36]1(B2OC(C)(C)C(C)(C)O2)[CH2:38][CH2:37]1.C1(P(C2CCCCC2)C2CCCCC2)CCCCC1.P(=O)([O-])[O-].[K+].[K+]. Product: [CH:36]1([C:2]2[C:3]([NH2:35])=[N:4][CH:5]=[N:6][C:7]=2[N:8]2[CH2:13][CH2:12][CH:11]([C:14]3[N:15]([CH2:30][CH2:31][N:32]([CH3:34])[CH3:33])[CH:16]=[C:17]([C:19]4[CH:24]=[CH:23][C:22]([F:25])=[C:21]([C:26]([F:29])([F:28])[F:27])[CH:20]=4)[N:18]=3)[CH2:10][CH2:9]2)[CH2:38][CH2:37]1. The catalyst class is: 498. (9) Reactant: I[CH:2]1[CH2:5][O:4][CH2:3]1.[N+:6]([C:9]1[CH:14]=[CH:13][C:12]([CH:15]2[CH2:20][CH2:19][NH:18][CH2:17][CH2:16]2)=[CH:11][CH:10]=1)([O-:8])=[O:7].C(=O)([O-])[O-].[K+].[K+]. Product: [N+:6]([C:9]1[CH:14]=[CH:13][C:12]([CH:15]2[CH2:16][CH2:17][N:18]([CH:2]3[CH2:5][O:4][CH2:3]3)[CH2:19][CH2:20]2)=[CH:11][CH:10]=1)([O-:8])=[O:7]. The catalyst class is: 10.